Dataset: Full USPTO retrosynthesis dataset with 1.9M reactions from patents (1976-2016). Task: Predict the reactants needed to synthesize the given product. (1) Given the product [CH:1]1([CH2:7][C:8]2[NH:12][C:11]([C:13]([NH2:31])=[O:15])=[CH:10][C:9]=2[C:16]2[CH:21]=[C:20]([C:22]([CH3:23])([CH3:25])[CH3:24])[CH:19]=[C:18]([C:26]([CH3:27])([CH3:29])[CH3:28])[CH:17]=2)[CH2:6][CH2:5][CH2:4][CH2:3][CH2:2]1, predict the reactants needed to synthesize it. The reactants are: [CH:1]1([CH2:7][C:8]2[NH:12][C:11]([C:13]([OH:15])=O)=[CH:10][C:9]=2[C:16]2[CH:21]=[C:20]([C:22]([CH3:25])([CH3:24])[CH3:23])[CH:19]=[C:18]([C:26]([CH3:29])([CH3:28])[CH3:27])[CH:17]=2)[CH2:6][CH2:5][CH2:4][CH2:3][CH2:2]1.C[N:31](C(ON1N=NC2C=CC=NC1=2)=[N+](C)C)C.F[P-](F)(F)(F)(F)F.[NH4+].[Cl-]. (2) Given the product [C:27]([CH2:26][N:16]1[CH2:15][CH2:14][CH2:13][N:12]2[CH2:25][CH2:24][CH2:23][N:19]([CH2:20][CH2:21][CH2:22][N:9]([CH2:8][C:1]([OH:3])=[O:2])[CH2:10][CH2:11]2)[CH2:18][CH2:17]1)([OH:29])=[O:28], predict the reactants needed to synthesize it. The reactants are: [C:1]([CH2:8][N:9]1[CH2:22][CH2:21][CH2:20][N:19]2[CH2:23][CH2:24][CH2:25][N:12]([CH2:13][CH2:14][CH2:15][N:16]([CH2:26][C:27]([O:29]C(C)(C)C)=[O:28])[CH2:17][CH2:18]2)[CH2:11][CH2:10]1)([O:3]C(C)(C)C)=[O:2]. (3) Given the product [Cl:1][C:2]1[C:3]([N:8]2[C:12]([S:13][CH3:18])=[CH:11][CH:10]=[C:9]2[CH:14]=[O:15])=[N:4][CH:5]=[CH:6][CH:7]=1, predict the reactants needed to synthesize it. The reactants are: [Cl:1][C:2]1[C:3]([N:8]2[C:12]([SH:13])=[CH:11][CH:10]=[C:9]2[CH:14]=[O:15])=[N:4][CH:5]=[CH:6][CH:7]=1.CI.[C:18](=O)([O-])[O-].[K+].[K+].CN(C)C=O. (4) Given the product [CH3:24][O:25][C:26]([C:28]1([NH:35][C:19]([C:12]2[CH:11]=[C:10]([O:9][CH2:8][CH2:7][C:3]3[CH:2]=[C:1]([CH3:22])[CH:6]=[CH:5][CH:4]=3)[C:15]3[O:16][CH2:17][O:18][C:14]=3[CH:13]=2)=[O:21])[CH2:29][CH2:30][CH2:31][CH2:32][CH2:33][CH2:34]1)=[O:27], predict the reactants needed to synthesize it. The reactants are: [C:1]1([CH3:22])[CH:6]=[CH:5][CH:4]=[C:3]([CH2:7][CH2:8][O:9][C:10]2[C:15]3[O:16][CH2:17][O:18][C:14]=3[CH:13]=[C:12]([C:19]([OH:21])=O)[CH:11]=2)[CH:2]=1.Cl.[CH3:24][O:25][C:26]([C:28]1([NH2:35])[CH2:34][CH2:33][CH2:32][CH2:31][CH2:30][CH2:29]1)=[O:27].